Regression. Given two drug SMILES strings and cell line genomic features, predict the synergy score measuring deviation from expected non-interaction effect. From a dataset of NCI-60 drug combinations with 297,098 pairs across 59 cell lines. (1) Drug 1: C1=CC(=CC=C1CC(C(=O)O)N)N(CCCl)CCCl.Cl. Drug 2: CCN(CC)CCCC(C)NC1=C2C=C(C=CC2=NC3=C1C=CC(=C3)Cl)OC. Cell line: MDA-MB-435. Synergy scores: CSS=8.71, Synergy_ZIP=-3.13, Synergy_Bliss=2.42, Synergy_Loewe=-13.8, Synergy_HSA=-2.84. (2) Synergy scores: CSS=-0.799, Synergy_ZIP=0.268, Synergy_Bliss=-1.57, Synergy_Loewe=-2.14, Synergy_HSA=-1.12. Cell line: SF-295. Drug 2: CNC(=O)C1=NC=CC(=C1)OC2=CC=C(C=C2)NC(=O)NC3=CC(=C(C=C3)Cl)C(F)(F)F. Drug 1: COC1=NC(=NC2=C1N=CN2C3C(C(C(O3)CO)O)O)N. (3) Drug 1: CNC(=O)C1=CC=CC=C1SC2=CC3=C(C=C2)C(=NN3)C=CC4=CC=CC=N4. Drug 2: CCC1(CC2CC(C3=C(CCN(C2)C1)C4=CC=CC=C4N3)(C5=C(C=C6C(=C5)C78CCN9C7C(C=CC9)(C(C(C8N6C)(C(=O)OC)O)OC(=O)C)CC)OC)C(=O)OC)O.OS(=O)(=O)O. Cell line: LOX IMVI. Synergy scores: CSS=21.5, Synergy_ZIP=-11.4, Synergy_Bliss=-6.21, Synergy_Loewe=-22.0, Synergy_HSA=-4.46. (4) Drug 1: CC1OCC2C(O1)C(C(C(O2)OC3C4COC(=O)C4C(C5=CC6=C(C=C35)OCO6)C7=CC(=C(C(=C7)OC)O)OC)O)O. Drug 2: CN1C(=O)N2C=NC(=C2N=N1)C(=O)N. Cell line: M14. Synergy scores: CSS=4.40, Synergy_ZIP=-3.47, Synergy_Bliss=0.526, Synergy_Loewe=-21.1, Synergy_HSA=-4.48. (5) Drug 1: C1C(C(OC1N2C=C(C(=O)NC2=O)F)CO)O. Drug 2: B(C(CC(C)C)NC(=O)C(CC1=CC=CC=C1)NC(=O)C2=NC=CN=C2)(O)O. Cell line: SF-295. Synergy scores: CSS=44.5, Synergy_ZIP=-1.70, Synergy_Bliss=-0.954, Synergy_Loewe=-7.75, Synergy_HSA=0.877.